Task: Predict the product of the given reaction.. Dataset: Forward reaction prediction with 1.9M reactions from USPTO patents (1976-2016) Given the reactants C[O-].[Na+].BrC1C=C(F)C=C(Br)C=1OC1C=CC([N+]([O-])=O)=CC=1.C(=O)=O.CC(C)=O.[Br:30][C:31]1[CH:36]=[C:35]([O:37]C)[CH:34]=[C:33]([Br:39])[C:32]=1[O:40][C:41]1[CH:46]=[CH:45][C:44]([N+:47]([O-:49])=[O:48])=[CH:43][CH:42]=1, predict the reaction product. The product is: [Br:30][C:31]1[CH:36]=[C:35]([OH:37])[CH:34]=[C:33]([Br:39])[C:32]=1[O:40][C:41]1[CH:42]=[CH:43][C:44]([N+:47]([O-:49])=[O:48])=[CH:45][CH:46]=1.